This data is from Forward reaction prediction with 1.9M reactions from USPTO patents (1976-2016). The task is: Predict the product of the given reaction. (1) Given the reactants [NH2:1][C@H:2]([CH2:6][OH:7])[CH:3]([CH3:5])[CH3:4].[S:8]1[CH:12]=[CH:11][CH:10]=[C:9]1[CH:13]=O, predict the reaction product. The product is: [CH:3]([C@H:2]1[CH2:6][O:7][CH:13]([C:9]2[S:8][CH:12]=[CH:11][CH:10]=2)[NH:1]1)([CH3:5])[CH3:4]. (2) Given the reactants Cl.Cl.[F:3][C:4]1[CH:9]=[CH:8][C:7]([CH:10]([CH:35]2[CH2:40][CH2:39][NH:38][CH2:37][CH2:36]2)[C:11]([N:13]2[CH2:18][CH2:17][N:16]([CH2:19][CH2:20][CH2:21][CH2:22][C:23]3[C:32]4[C:27](=[CH:28][CH:29]=[CH:30][CH:31]=4)[CH:26]=[CH:25][C:24]=3[O:33][CH3:34])[CH2:15][CH2:14]2)=O)=[CH:6][CH:5]=1, predict the reaction product. The product is: [F:3][C:4]1[CH:9]=[CH:8][C:7]([CH:10]([CH:35]2[CH2:36][CH2:37][NH:38][CH2:39][CH2:40]2)[CH2:11][N:13]2[CH2:18][CH2:17][N:16]([CH2:19][CH2:20][CH2:21][CH2:22][C:23]3[C:32]4[C:27](=[CH:28][CH:29]=[CH:30][CH:31]=4)[CH:26]=[CH:25][C:24]=3[O:33][CH3:34])[CH2:15][CH2:14]2)=[CH:6][CH:5]=1.